Dataset: Reaction yield outcomes from USPTO patents with 853,638 reactions. Task: Predict the reaction yield, written as a fraction of the theoretical maximum amount of product (1.0 means a 100% yield; for example, 0.34 means a 34% yield). The reactants are [CH3:1][C:2]1[C:6]([CH:7]=[O:8])=[CH:5][N:4]([C:9]2[CH:14]=[CH:13][C:12]([C:15]([F:18])([F:17])[F:16])=[CH:11][N:10]=2)[N:3]=1.O1CCCC1.[CH:24]1([Mg]Br)[CH2:29][CH2:28][CH2:27][CH2:26][CH2:25]1.[Cl-].[NH4+]. The catalyst is O1CCCC1. The product is [CH:24]1([CH:7]([C:6]2[C:2]([CH3:1])=[N:3][N:4]([C:9]3[CH:14]=[CH:13][C:12]([C:15]([F:18])([F:16])[F:17])=[CH:11][N:10]=3)[CH:5]=2)[OH:8])[CH2:29][CH2:28][CH2:27][CH2:26][CH2:25]1. The yield is 0.360.